From a dataset of Reaction yield outcomes from USPTO patents with 853,638 reactions. Predict the reaction yield, written as a fraction of the theoretical maximum amount of product (1.0 means a 100% yield; for example, 0.34 means a 34% yield). (1) The reactants are COC[O:4][C:5]1[CH:10]=[C:9]([O:11]COC)[CH:8]=[CH:7][C:6]=1[CH:15]1[CH2:20][CH2:19][C:18](=[CH:21][C:22]#[N:23])[CH2:17][CH2:16]1.Cl.C(=O)(O)[O-].[Na+].OC1C=C(O)C=CC=1C1CCC(=CC#N)CC1. The catalyst is [Pd].C(O)C.CO. The product is [OH:4][C:5]1[CH:10]=[C:9]([OH:11])[CH:8]=[CH:7][C:6]=1[C@H:15]1[CH2:16][CH2:17][C@H:18]([CH2:21][C:22]#[N:23])[CH2:19][CH2:20]1. The yield is 0.800. (2) The reactants are [CH2:1]([O:3][C:4](=[O:16])[C:5](=O)[CH2:6][C:7]([C:9]1[CH:14]=[CH:13][CH:12]=[CH:11][N:10]=1)=[O:8])[CH3:2].[NH:17]([C:19]1[CH:20]=[CH:21][C:22]([O:25][CH3:26])=[N:23][CH:24]=1)[NH2:18]. The catalyst is C(O)C. The product is [CH2:1]([O:3][C:4]([C:5]1[CH2:6][C:7]([OH:8])([C:9]2[CH:14]=[CH:13][CH:12]=[CH:11][N:10]=2)[N:17]([C:19]2[CH:24]=[N:23][C:22]([O:25][CH3:26])=[CH:21][CH:20]=2)[N:18]=1)=[O:16])[CH3:2]. The yield is 0.340. (3) The reactants are C([SiH](CC)CC)C.[CH2:8]([CH:10]1[CH2:15][CH2:14][N:13]([CH2:16][C:17]#[N:18])[CH2:12][CH2:11]1)[CH3:9].[H-].[H-].[H-].[H-].[Li+].[Al+3].[OH-].[Na+].[ClH:27]. The catalyst is CCOCC.O. The product is [ClH:27].[CH2:8]([CH:10]1[CH2:15][CH2:14][N:13]([CH2:16][CH2:17][NH2:18])[CH2:12][CH2:11]1)[CH3:9]. The yield is 0.280. (4) The reactants are [H-].[Al+3].[Li+].[H-].[H-].[H-].[CH:7]1([CH2:14][C:15]#[N:16])[CH:13]=[CH:12][CH:11]=[CH:10][CH:9]=[CH:8]1. The catalyst is C(OCC)C. The product is [CH:7]1([CH2:14][CH2:15][NH2:16])[CH:13]=[CH:12][CH:11]=[CH:10][CH:9]=[CH:8]1. The yield is 0.730. (5) The reactants are [Si:1]([O:18][CH2:19][C:20]([C:23]1[S:24][C:25]([C:28]2[CH:29]=[C:30]([CH:32]=[CH:33][CH:34]=2)[NH2:31])=[CH:26][N:27]=1)([CH3:22])[CH3:21])([C:14]([CH3:17])([CH3:16])[CH3:15])([C:8]1[CH:13]=[CH:12][CH:11]=[CH:10][CH:9]=1)[C:2]1[CH:7]=[CH:6][CH:5]=[CH:4][CH:3]=1.C(=O)([O-])[O-].[Cs+].[Cs+].CC1(C)C2C(=C(P(C3C=CC=CC=3)C3C=CC=CC=3)C=CC=2)OC2C(P(C3C=CC=CC=3)C3C=CC=CC=3)=CC=CC1=2.Cl[C:84]1[N:89]=[C:88]([C:90]([F:93])([F:92])[F:91])[CH:87]=[CH:86][N:85]=1. The catalyst is O1CCOCC1.C([O-])(=O)C.[Pd+2].C([O-])(=O)C. The product is [Si:1]([O:18][CH2:19][C:20]([C:23]1[S:24][C:25]([C:28]2[CH:29]=[C:30]([NH:31][C:84]3[N:89]=[C:88]([C:90]([F:93])([F:92])[F:91])[CH:87]=[CH:86][N:85]=3)[CH:32]=[CH:33][CH:34]=2)=[CH:26][N:27]=1)([CH3:22])[CH3:21])([C:14]([CH3:15])([CH3:16])[CH3:17])([C:2]1[CH:7]=[CH:6][CH:5]=[CH:4][CH:3]=1)[C:8]1[CH:13]=[CH:12][CH:11]=[CH:10][CH:9]=1. The yield is 0.640.